Dataset: Full USPTO retrosynthesis dataset with 1.9M reactions from patents (1976-2016). Task: Predict the reactants needed to synthesize the given product. (1) Given the product [ClH:27].[CH3:1][C:2]1[O:3][CH:4]=[CH:5][C:6]=1[C:7]1[C:12]([C:13]2[CH:18]=[CH:17][N:16]=[C:15]([CH3:19])[CH:14]=2)=[CH:11][N:10]=[C:9]([N:20]2[CH2:25][CH2:24][CH2:23][CH:22]([CH3:26])[CH2:21]2)[N:8]=1, predict the reactants needed to synthesize it. The reactants are: [CH3:1][C:2]1[O:3][CH:4]=[CH:5][C:6]=1[C:7]1[C:12]([C:13]2[CH:18]=[CH:17][N:16]=[C:15]([CH3:19])[CH:14]=2)=[CH:11][N:10]=[C:9]([N:20]2[CH2:25][CH2:24][CH2:23][CH:22]([CH3:26])[CH2:21]2)[N:8]=1.[ClH:27]. (2) The reactants are: [CH:1]1([SH:7])[CH2:6][CH2:5][CH2:4][CH2:3][CH2:2]1.[H-].[Na+].[Cl:10][C:11]1[CH:12]=[C:13]2[C:18](=[CH:19][CH:20]=1)[NH:17][C:16](=[O:21])[C:15]([CH2:22][CH2:23][CH3:24])=[C:14]2Br. Given the product [Cl:10][C:11]1[CH:12]=[C:13]2[C:18](=[CH:19][CH:20]=1)[NH:17][C:16](=[O:21])[C:15]([CH2:22][CH2:23][CH3:24])=[C:14]2[S:7][CH:1]1[CH2:6][CH2:5][CH2:4][CH2:3][CH2:2]1, predict the reactants needed to synthesize it. (3) Given the product [CH2:23]([N:7]([CH2:6][C:2]1[S:1][CH:5]=[CH:4][CH:3]=1)[C:8]([C:10]12[CH2:19][CH:14]3[CH2:15][CH:16]([CH2:18][CH:12]([CH2:13]3)[CH2:11]1)[CH2:17]2)=[O:9])[CH3:24], predict the reactants needed to synthesize it. The reactants are: [S:1]1[CH:5]=[CH:4][CH:3]=[C:2]1[CH2:6][NH:7][C:8]([C:10]12[CH2:19][CH:14]3[CH2:15][CH:16]([CH2:18][CH:12]([CH2:13]3)[CH2:11]1)[CH2:17]2)=[O:9].[H-].[Na+].Br[CH2:23][CH3:24]. (4) Given the product [Cl:1][C:2]1[C:3]2[CH:10]=[C:9]([C:30]3[N:29]=[C:28]([NH:27][C:20](=[O:21])[O:22][C:23]([CH3:25])([CH3:24])[CH3:26])[CH:33]=[N:32][CH:31]=3)[N:8]([CH2:12][O:13][CH2:14][CH2:15][Si:16]([CH3:19])([CH3:18])[CH3:17])[C:4]=2[N:5]=[CH:6][N:7]=1, predict the reactants needed to synthesize it. The reactants are: [Cl:1][C:2]1[C:3]2[CH:10]=[C:9](I)[N:8]([CH2:12][O:13][CH2:14][CH2:15][Si:16]([CH3:19])([CH3:18])[CH3:17])[C:4]=2[N:5]=[CH:6][N:7]=1.[C:20]([N:27](C(OC(C)(C)C)=O)[C:28]1[CH:33]=[N:32][CH:31]=[C:30](B2OC(C)(C)C(C)(C)O2)[N:29]=1)([O:22][C:23]([CH3:26])([CH3:25])[CH3:24])=[O:21].C([O-])(O)=O.[Na+]. (5) Given the product [P:1]([OH:41])([OH:44])([O:3][C:4]1[CH:9]=[C:8]([F:10])[CH:7]=[C:6]([C:11]2[C:19]3[C:14](=[N:15][CH:16]=[N:17][C:18]=3[NH2:20])[N:13]([CH2:21][C:22]3[N:23]([C:34]4[CH:39]=[CH:38][CH:37]=[CH:36][C:35]=4[CH3:40])[C:24](=[O:33])[C:25]4[C:30]([CH:31]=3)=[CH:29][CH:28]=[CH:27][C:26]=4[CH3:32])[N:12]=2)[CH:5]=1)=[O:2], predict the reactants needed to synthesize it. The reactants are: [P:1]([O:44]CC)([O:41]CC)([O:3][C:4]1[CH:9]=[C:8]([F:10])[CH:7]=[C:6]([C:11]2[C:19]3[C:14](=[N:15][CH:16]=[N:17][C:18]=3[NH2:20])[N:13]([CH2:21][C:22]3[N:23]([C:34]4[CH:39]=[CH:38][CH:37]=[CH:36][C:35]=4[CH3:40])[C:24](=[O:33])[C:25]4[C:30]([CH:31]=3)=[CH:29][CH:28]=[CH:27][C:26]=4[CH3:32])[N:12]=2)[CH:5]=1)=[O:2].C[Si](Br)(C)C. (6) Given the product [C:27]([N:24]1[CH2:23][CH2:22][N:21]([C:17]2[CH:16]=[C:15]([NH:14][C:7]3[CH:8]=[CH:9][C:4]([C:2](=[O:3])[CH3:1])=[CH:5][C:6]=3[N+:11]([O-:13])=[O:12])[CH:20]=[CH:19][CH:18]=2)[CH2:26][CH2:25]1)(=[O:29])[CH3:28], predict the reactants needed to synthesize it. The reactants are: [CH3:1][C:2]([C:4]1[CH:9]=[CH:8][C:7](F)=[C:6]([N+:11]([O-:13])=[O:12])[CH:5]=1)=[O:3].[NH2:14][C:15]1[CH:16]=[C:17]([N:21]2[CH2:26][CH2:25][N:24]([C:27](=[O:29])[CH3:28])[CH2:23][CH2:22]2)[CH:18]=[CH:19][CH:20]=1.C(N(CC)CC)C. (7) Given the product [Cl:1][C:2]1[CH:3]=[CH:4][C:5]([N:8]2[C:13](=[O:14])[CH:12]=[C:11]([NH:15][C:16]3[CH:17]=[CH:18][C:19]([O:22][CH3:23])=[CH:20][CH:21]=3)[C:10]([C:24]([NH:29][NH2:30])=[O:25])=[N:9]2)=[CH:6][CH:7]=1, predict the reactants needed to synthesize it. The reactants are: [Cl:1][C:2]1[CH:7]=[CH:6][C:5]([N:8]2[C:13](=[O:14])[CH:12]=[C:11]([NH:15][C:16]3[CH:21]=[CH:20][C:19]([O:22][CH3:23])=[CH:18][CH:17]=3)[C:10]([C:24](OC)=[O:25])=[N:9]2)=[CH:4][CH:3]=1.O.[NH2:29][NH2:30]. (8) The reactants are: [Br:1][C:2]1[CH:7]=[CH:6][C:5]([O:8][CH:9]2[CH2:14][CH2:13][N:12](C(OC(C)(C)C)=O)[CH2:11][CH2:10]2)=[CH:4][CH:3]=1.FC(F)(F)C(O)=O. Given the product [Br:1][C:2]1[CH:7]=[CH:6][C:5]([O:8][CH:9]2[CH2:14][CH2:13][NH:12][CH2:11][CH2:10]2)=[CH:4][CH:3]=1, predict the reactants needed to synthesize it.